From a dataset of Catalyst prediction with 721,799 reactions and 888 catalyst types from USPTO. Predict which catalyst facilitates the given reaction. (1) Reactant: P(Cl)(Cl)(Cl)=O.[Cl:6][C:7]1[CH:8]=[C:9]([S:13]([NH:16][C:17]2[CH:18]=[CH:19][CH:20]=[C:21]3[C:25]=2[NH:24][CH:23]=[CH:22]3)(=[O:15])=[O:14])[CH:10]=[CH:11][CH:12]=1.[OH-].[Na+].Cl.CN(C)[CH:31]=[O:32]. Product: [Cl:6][C:7]1[CH:8]=[C:9]([S:13]([NH:16][C:17]2[CH:18]=[CH:19][CH:20]=[C:21]3[C:25]=2[NH:24][CH:23]=[C:22]3[CH:31]=[O:32])(=[O:14])=[O:15])[CH:10]=[CH:11][CH:12]=1. The catalyst class is: 6. (2) Reactant: [Na].[CH2:2]([OH:4])[CH3:3].Cl[C:6]1[CH:7]=[N:8][CH:9]=[C:10]([Cl:12])[CH:11]=1.CS(C)=O. Product: [Cl:12][C:10]1[CH:9]=[N:8][CH:7]=[C:6]([O:4][CH2:2][CH3:3])[CH:11]=1. The catalyst class is: 6.